The task is: Regression. Given a peptide amino acid sequence and an MHC pseudo amino acid sequence, predict their binding affinity value. This is MHC class I binding data.. This data is from Peptide-MHC class I binding affinity with 185,985 pairs from IEDB/IMGT. (1) The peptide sequence is KTILKALGP. The MHC is HLA-A02:01 with pseudo-sequence HLA-A02:01. The binding affinity (normalized) is 0.00615. (2) The peptide sequence is DARYCSEFIR. The MHC is HLA-A11:01 with pseudo-sequence HLA-A11:01. The binding affinity (normalized) is 0.0272. (3) The peptide sequence is LADQLIHLHY. The MHC is HLA-A31:01 with pseudo-sequence HLA-A31:01. The binding affinity (normalized) is 0. (4) The peptide sequence is FVHTLLKTY. The MHC is HLA-A03:01 with pseudo-sequence HLA-A03:01. The binding affinity (normalized) is 0.0847. (5) The peptide sequence is QTEENLLDF. The MHC is HLA-A30:02 with pseudo-sequence HLA-A30:02. The binding affinity (normalized) is 0.213.